From a dataset of Reaction yield outcomes from USPTO patents with 853,638 reactions. Predict the reaction yield, written as a fraction of the theoretical maximum amount of product (1.0 means a 100% yield; for example, 0.34 means a 34% yield). (1) The reactants are [NH2:1][C:2]1[C:3]2[C:10]([C:11]([C:13]3[CH:18]=[CH:17][CH:16]=[C:15]([N+:19]([O-])=O)[CH:14]=3)=[O:12])=[CH:9][N:8]([CH:22]3[CH2:26][CH2:25][CH2:24][CH2:23]3)[C:4]=2[N:5]=[CH:6][N:7]=1.[NH4+].[Cl-].O. The catalyst is O1CCOCC1.CCO.[Fe]. The product is [NH2:1][C:2]1[C:3]2[C:10]([C:11]([C:13]3[CH:18]=[CH:17][CH:16]=[C:15]([NH2:19])[CH:14]=3)=[O:12])=[CH:9][N:8]([CH:22]3[CH2:23][CH2:24][CH2:25][CH2:26]3)[C:4]=2[N:5]=[CH:6][N:7]=1. The yield is 1.00. (2) The reactants are Cl.CN[O:4][CH3:5].[Br:6][C:7]1[CH:8]=[C:9]([C:12](Cl)=[O:13])[O:10][CH:11]=1.C([N:18]([CH2:22]C)C(C)C)(C)C. The yield is 0.440. The catalyst is CN(C1C=CN=CC=1)C.C(Cl)Cl. The product is [CH3:5][O:4][CH2:22][NH:18][C:12]([C:9]1[O:10][CH:11]=[C:7]([Br:6])[CH:8]=1)=[O:13]. (3) The yield is 0.310. The reactants are [Cl:1][C:2]1[CH:7]=[CH:6][C:5]([N:8]2[CH2:12][CH:11]([C:13]([O-])=[O:14])[N:10]=[C:9]2[C:16]2[CH:21]=[CH:20][C:19]([Cl:22])=[CH:18][C:17]=2[Cl:23])=[CH:4][CH:3]=1.[Li+].F[P-](F)(F)(F)(F)F.N1(O[P+](N(C)C)(N(C)C)N(C)C)[C:36]2[CH:37]=[CH:38][CH:39]=C[C:35]=2[N:34]=[N:33]1.NN1CCCCC1.C(N(CC)CC)C. The product is [Cl:1][C:2]1[CH:7]=[CH:6][C:5]([N:8]2[CH2:12][CH:11]([C:13]([NH:33][N:34]3[CH2:39][CH2:38][CH2:37][CH2:36][CH2:35]3)=[O:14])[N:10]=[C:9]2[C:16]2[CH:21]=[CH:20][C:19]([Cl:22])=[CH:18][C:17]=2[Cl:23])=[CH:4][CH:3]=1. The catalyst is CN(C=O)C. (4) The reactants are [CH3:1][O:2][C:3](=[O:11])[C:4]1[CH:9]=[C:8]([OH:10])[CH:7]=[N:6][CH:5]=1.O1CCCC1.O.C(=O)([O-])[O-].[Na+].[Na+].[I:24]I. No catalyst specified. The product is [OH:10][C:8]1[C:7]([I:24])=[N:6][CH:5]=[C:4]([CH:9]=1)[C:3]([O:2][CH3:1])=[O:11]. The yield is 0.812.